Dataset: Peptide-MHC class II binding affinity with 134,281 pairs from IEDB. Task: Regression. Given a peptide amino acid sequence and an MHC pseudo amino acid sequence, predict their binding affinity value. This is MHC class II binding data. The peptide sequence is AFKVAATAANAEPAN. The MHC is HLA-DPA10201-DPB11401 with pseudo-sequence HLA-DPA10201-DPB11401. The binding affinity (normalized) is 0.669.